From a dataset of Experimentally validated miRNA-target interactions with 360,000+ pairs, plus equal number of negative samples. Binary Classification. Given a miRNA mature sequence and a target amino acid sequence, predict their likelihood of interaction. (1) The miRNA is hsa-miR-4440 with sequence UGUCGUGGGGCUUGCUGGCUUG. The protein sequence of the target gene is MDLGVRVSGHETVSSPGQTELGSGFSNKQERSGFDGEDCWRSSKLSRTSTDGFSSSPASAKTLSFHQGIPLLRSTTINDPRKGQEHMLSFSSASGKSDVSPYLQYCRNSGYGLGGMMNTSNMHGNLLTGVKGPFSLTQWAELEQQALIYKYITANVPVPSSLLLSLKKSFFPYGSLPPNSFGWGSFHLGFSGGNMDPEPGRCRRTDGKKWRCSRDAVPDQKYCERHINRGRHRSRKPVEGQNGHNTNAAAAASAAAASTAAAVSKAAAGTSAVAMRGSDNNNSLAAAVGTQHHTNNQSTD.... Result: 0 (no interaction). (2) The miRNA is hsa-miR-5590-5p with sequence UUGCCAUACAUAGACUUUAUU. The protein sequence of the target gene is MAARWSSENVVVEFRDSQATAMSVDCLGQHAVLSGRRFLYIVNLDAPFEGHRKISRQSKWDIGAVQWNPHDSFAHYFAASSNQRVDLYKWKDGSGEVGTTLQGHTRVISDLDWAVFEPDLLVTSSVDTYIYIWDIKDTRKPTVALSAVAGASQVKWNKKNANCLATSHDGDVRIWDKRKPSTAVEYLAAHLSKIHGLDWHPDSEHILATSSQDNSVKFWDYRQPRKYLNILPCQVPVWKARYTPFSNGLVTVMVPQLRRENSLLLWNVFDLNTPVHTFVGHDDVVLEFQWRKQKEGSKDY.... Result: 0 (no interaction). (3) The protein sequence of the target gene is MAASETVRLRLQFDYPPPATPHCTAFWLLVDLNRCRVVTDLISLIRQRFGFSSGAFLGLYLEGGLLPPAESARLVRDNDCLRVKLEERGVAENSVVISNGDINLSLRKAKKRAFQLEEGEETEPDCKYSKKHWKSRENNNNNEKVLDLEPKAVTDQTVSKKNKRKNKATCGTVGDDNEEAKRKSPKKKEKCEYKKKAKNPKSPKVQAVKDWANQRCSSPKGSARNSLVKAKRKGSVSVCSKESPSSSSESESCDESISDGPSKVTLEARNSSEKLPTELSKEEPSTKNTTADKLAIKLGF.... The miRNA is hsa-miR-20b-5p with sequence CAAAGUGCUCAUAGUGCAGGUAG. Result: 1 (interaction). (4) The miRNA is hsa-miR-381-5p with sequence AGCGAGGUUGCCCUUUGUAUAU. The protein sequence of the target gene is MSDQAPKVPEEMFREVKYYAVGDIDPQVIQLLKAGKAKEVSYNALASHIISEDGDNPEVGEAREVFDLPVVKPSWVILSVQCGTLLPVNGFSPESCQIFFGITACLSQVSSEDRSALWALVTFYGGDCQLTLNKKCTHLIVPEPKGEKYECALKRASIKIVTPDWVLDCVSEKTKKDEAFYHPRLIIYEEEEEEEEEEEEVENEEQDSQNEGSTDEKSSPASSQEGSPSGDQQFSPKSNTEKSKGELMFDDSSDSSPEKQERNLNWTPAEVPQLAAAKRRLPQGKEPGLINLCANVPPVP.... Result: 0 (no interaction). (5) The miRNA is hsa-miR-6719-3p with sequence UCUGACAUCAGUGAUUCUCCUG. The protein sequence of the target gene is MFQTAWRQEPVTFEDVAVYFTQNEWASLDSVQRALYREVMLENYANVASLAFPFTTPVLVSQLEQGELPWGLDPWEPMGREALRGICPGDEARTEKEGLTPKDHVSKETESFRLMVGGLPGNVSQHLDFGSSLEQPQGHWIIKTKSKRRHFTDTSARHHEAYEVKNGEKFEKLGKNISVSTQLTTNQTNPSGQISYECGQCGRYFIQMADFHRHEKCHTGEKSFECKECGKYFRYNSLLIRHQIIHTGKKPFKCKECGKGLSSDTALIQHQRIHTGEKPYECKECGKAFSSSSVFLQHQR.... Result: 0 (no interaction). (6) The miRNA is hsa-miR-7155-5p with sequence UCUGGGGUCUUGGGCCAUC. The protein sequence of the target gene is MTEITAEGNASTTTTVIDSKNGSVPKSPGKVLKRTVTEDIVTTFSSPAAWLLVIALIITWSAVAIVMFDLVDYKNFSASSIAKIGSDPLKLVRDAMEETTDWIYGFFSLLSDIISSEDEEDDDGDEDTDKGEIDEPPLRKKEIHKDKTEKQEKPERKIQTKVTHKEKEKGKEKVREKEKPEKKATHKEKIEKKEKPETKTLAKEQKKAKTAEKSEEKTKKEVKGGKQEKVKQTAAKVKEVQKTPSKPKEKEDKEKAAVSKHEQKDQYAFCRYMIDIFVHGDLKPGQSPAIPPPLPTEQAS.... Result: 0 (no interaction). (7) The miRNA is mmu-miR-675-5p with sequence UGGUGCGGAAAGGGCCCACAGU. The protein sequence of the target gene is MKMADAKQKRNEQLKRWIGSETDLEPPVVKRQKTKVKFDDGAVFLAACSSGDTDEVLKLLHRGADINYANVDGLTALHQACIDDNVDMVKFLVENGANINQPDNEGWIPLHAAASCGYLDIAEFLIGQGAHVGAVNSEGDTPLDIAEEEAMEELLQNEVNRQGVDIEAARKEEERIMLRDARQWLNSGHISDVRHAKSGGTALHVAAAKGYTEVLKLLIQAGYDVNIKDYDGWTPLHAAAHWGKEEACRILVDNLCDMETVNKVGQTAFDVADEDILGYLEELQKKQNLLHSEKRDKKSP.... Result: 0 (no interaction). (8) The miRNA is hsa-miR-8485 with sequence CACACACACACACACACGUAU. The protein sequence of the target gene is MPRAFLVKKPCVSTCKRNWSELPDEERGEIYVPVSLGFCPPQPYREPEPSVAEPPSCPLALNMSLRDSSYSMAPGPCVVAQLPSEDMGHLTDPQSRDHGFLRTKMKVTLGDSPSGDLFTCRVCQKAFTYQRMLNRHMKCHNDVKRHLCTYCGKGFNDTFDLKRHVRTHTGVRPYKCSLCDKAFTQRCSLESHLKKIHGVQQKYAYKERRAKLYVCEECGCTSESQEGHVLHLKEHHPDSPLLRKTSKKVAVALQNTVTSLLQGSPHL. Result: 1 (interaction). (9) The miRNA is hsa-miR-4534 with sequence GGAUGGAGGAGGGGUCU. The protein sequence of the target gene is MAVTITLKTLQQQTFKIRMEPDETVKVLKEKIEAEKGRDAFPVAGQKLIYAGKILSDDVPIRDYRIDEKNFVVVMVTKTKAGQGTSAPPEASPTAAPESSTSFPPAPTSGMSHPPPAAREDKSPSEESAPTTSPESVSGSVPSSGSSGREEDAASTLVTGSEYETMLTEIMSMGYERERVVAALRASYNNPHRAVEYLLTGIPGSPEPEHGSVQESQVSEQPATEAAGENPLEFLRDQPQFQNMRQVIQQNPALLPALLQQLGQENPQLLQQISRHQEQFIQMLNEPPGELADISDVEGE.... Result: 0 (no interaction). (10) The miRNA is hsa-miR-26a-5p with sequence UUCAAGUAAUCCAGGAUAGGCU. Result: 0 (no interaction). The protein sequence of the target gene is MERIPSAQPPPTCLPKAPGLEHGDLSGMDFAHMYQVYKSRRGIKRSEDSKETYKLPHRLIEKKRRDRINECIAQLKDLLPEHLKLTTLGHLEKAVVLELTLKHVKALTNLIDQQQQKIIALQSGLQAGDLSGRNLEAGQEMFCSGFQTCAREVLQYLAKHENTRDLKSSQLVTHLHRVVSELLQGGASRKPLDSAPKAVDLKEKPSFLAKGSEGPGKNCVPVIQRTFAPSGGEQSGSDTDTDSGYGGELEKGDLRSEQPYFKSDHGRRFAVGERVSTIKQESEEPPTKKSRMQLSEEEGH....